This data is from Full USPTO retrosynthesis dataset with 1.9M reactions from patents (1976-2016). The task is: Predict the reactants needed to synthesize the given product. (1) The reactants are: Cl.[C:2]1([C:8]2[CH:13]=[C:12]([CH3:14])[CH:11]=[CH:10][N:9]=2)[CH:7]=[CH:6][CH:5]=[CH:4][CH:3]=1.[CH3:15][O:16][C:17]1[CH:24]=[CH:23][C:22]([O:25][CH3:26])=[CH:21][C:18]=1[CH:19]=O.CC([O-])(C)C.[K+]. Given the product [C:2]1([C:8]2[CH:13]=[C:12]([CH:14]=[CH:19][C:18]3[CH:21]=[C:22]([O:25][CH3:26])[CH:23]=[CH:24][C:17]=3[O:16][CH3:15])[CH:11]=[CH:10][N:9]=2)[CH:7]=[CH:6][CH:5]=[CH:4][CH:3]=1, predict the reactants needed to synthesize it. (2) Given the product [C:17]([C:2]1[CH:3]=[C:4]([CH:8]=[C:9]([S:11]([F:16])([F:15])([F:14])([F:13])[F:12])[CH:10]=1)[C:5]([OH:7])=[O:6])#[N:18], predict the reactants needed to synthesize it. The reactants are: Br[C:2]1[CH:3]=[C:4]([CH:8]=[C:9]([S:11]([F:16])([F:15])([F:14])([F:13])[F:12])[CH:10]=1)[C:5]([OH:7])=[O:6].[CH3:17][N:18](C=O)C. (3) Given the product [Cl:1][C:2]1[CH:10]=[CH:9][C:5]([C:6](=[O:8])[CH3:13])=[CH:4][C:3]=1[CH3:11], predict the reactants needed to synthesize it. The reactants are: [Cl:1][C:2]1[CH:10]=[CH:9][C:5]([C:6]([OH:8])=O)=[CH:4][C:3]=1[CH3:11].[Li][CH3:13].Cl. (4) Given the product [Cl:1][C:2]1[N:9]=[C:8]([C:10]2[CH:15]=[CH:14][CH:13]=[C:12]([N+:16]([O-:18])=[O:17])[CH:11]=2)[CH:7]=[CH:6][C:3]=1[C:4]([NH2:5])=[O:22], predict the reactants needed to synthesize it. The reactants are: [Cl:1][C:2]1[N:9]=[C:8]([C:10]2[CH:15]=[CH:14][CH:13]=[C:12]([N+:16]([O-:18])=[O:17])[CH:11]=2)[CH:7]=[CH:6][C:3]=1[C:4]#[N:5].C(=N[OH:22])C. (5) Given the product [Cl:1][C:2]1[CH:7]=[CH:6][C:5]([C:8]2[N:12]([CH2:13][C:14]3[CH:19]=[CH:18][C:17]([CH3:20])=[CH:16][CH:15]=3)[N:11]=[C:10]([C:21]([Cl:27])=[O:22])[CH:9]=2)=[CH:4][C:3]=1[CH3:24], predict the reactants needed to synthesize it. The reactants are: [Cl:1][C:2]1[CH:7]=[CH:6][C:5]([C:8]2[N:12]([CH2:13][C:14]3[CH:19]=[CH:18][C:17]([CH3:20])=[CH:16][CH:15]=3)[N:11]=[C:10]([C:21](O)=[O:22])[CH:9]=2)=[CH:4][C:3]=1[CH3:24].S(Cl)([Cl:27])=O. (6) Given the product [CH3:18][O:17][C:14]1[CH:13]=[CH:12][C:11]([C:10]([F:19])([F:20])[F:9])=[CH:16][C:15]=1[C:21](=[O:23])[CH3:22], predict the reactants needed to synthesize it. The reactants are: FC(F)(F)S(O)(=O)=O.[F:9][C:10]([F:20])([F:19])[C:11]1[CH:16]=[CH:15][C:14]([O:17][CH3:18])=[CH:13][CH:12]=1.[C:21](OC(=O)C)(=[O:23])[CH3:22]. (7) The reactants are: C(=O)([O-])[O-].[K+].[K+].C1(N2[CH2:18][CH2:17][N:16]([CH2:19][CH2:20][CH2:21][C:22]([C:24]3[CH:40]=[CH:39][C:27]4[CH2:28][CH2:29][N:30](C(=O)C(F)(F)F)[CH2:31][CH2:32][C:26]=4[CH:25]=3)=[O:23])[CH2:15][CH2:14]2)C=CC=CC=1. Given the product [C:24]1([CH:22]2[CH2:14][CH2:15][N:16]([CH2:19][CH2:20][CH2:21][C:22]([C:24]3[CH:40]=[CH:39][C:27]4[CH2:28][CH2:29][NH:30][CH2:31][CH2:32][C:26]=4[CH:25]=3)=[O:23])[CH2:17][CH2:18]2)[CH:40]=[CH:39][CH:27]=[CH:26][CH:25]=1, predict the reactants needed to synthesize it.